This data is from Catalyst prediction with 721,799 reactions and 888 catalyst types from USPTO. The task is: Predict which catalyst facilitates the given reaction. (1) Reactant: [Cl:1][C:2]1[CH:22]=[C:21]([Cl:23])[CH:20]=[CH:19][C:3]=1[CH2:4][N:5]1[C:9]([CH2:10][CH2:11][C:12](O)=[O:13])=[CH:8][C:7]([O:15][CH:16]([CH3:18])[CH3:17])=[N:6]1.[CH3:24][S:25]([NH2:28])(=[O:27])=[O:26].N12CCCN=C1CCCCC2.Cl. Product: [Cl:1][C:2]1[CH:22]=[C:21]([Cl:23])[CH:20]=[CH:19][C:3]=1[CH2:4][N:5]1[C:9]([CH2:10][CH2:11][C:12]([NH:28][S:25]([CH3:24])(=[O:27])=[O:26])=[O:13])=[CH:8][C:7]([O:15][CH:16]([CH3:18])[CH3:17])=[N:6]1. The catalyst class is: 334. (2) Reactant: Cl[C:2]1[C:7]([CH3:8])=[C:6]([N:9]([C:17]2[CH:22]=[CH:21][C:20]([O:23][CH2:24][CH3:25])=[C:19]([N+:26]([O-:28])=[O:27])[CH:18]=2)[C:10](=[O:16])[O:11][C:12]([CH3:15])([CH3:14])[CH3:13])[N:5]2[N:29]=[CH:30][CH:31]=[C:4]2[N:3]=1.[NH2:32][CH:33]1[CH2:38][CH2:37][CH2:36][N:35]([C:39]([O:41][C:42]([CH3:45])([CH3:44])[CH3:43])=[O:40])[CH2:34]1. Product: [C:12]([O:11][C:10]([N:9]([C:17]1[CH:22]=[CH:21][C:20]([O:23][CH2:24][CH3:25])=[C:19]([N+:26]([O-:28])=[O:27])[CH:18]=1)[C:6]1[N:5]2[N:29]=[CH:30][CH:31]=[C:4]2[N:3]=[C:2]([NH:32][CH:33]2[CH2:38][CH2:37][CH2:36][N:35]([C:39]([O:41][C:42]([CH3:45])([CH3:44])[CH3:43])=[O:40])[CH2:34]2)[C:7]=1[CH3:8])=[O:16])([CH3:15])([CH3:14])[CH3:13]. The catalyst class is: 10. (3) Reactant: [Cl-].O[NH3+:3].[C:4](=[O:7])([O-])[OH:5].[Na+].CS(C)=O.[CH:13]1([C:19](=[O:52])[CH2:20][N:21]2[C:26](=[O:27])[C:25]3[CH:28]=[C:29]([CH2:31][C:32]([F:35])([F:34])[F:33])[S:30][C:24]=3[N:23]([CH2:36][C:37]3[CH:42]=[CH:41][C:40]([C:43]4[C:44]([C:49]#[N:50])=[CH:45][CH:46]=[CH:47][CH:48]=4)=[CH:39][CH:38]=3)[C:22]2=[O:51])[CH2:18][CH2:17][CH2:16][CH2:15][CH2:14]1. Product: [CH:13]1([C:19](=[O:52])[CH2:20][N:21]2[C:26](=[O:27])[C:25]3[CH:28]=[C:29]([CH2:31][C:32]([F:34])([F:35])[F:33])[S:30][C:24]=3[N:23]([CH2:36][C:37]3[CH:38]=[CH:39][C:40]([C:43]4[CH:48]=[CH:47][CH:46]=[CH:45][C:44]=4[C:49]4[NH:3][C:4](=[O:7])[O:5][N:50]=4)=[CH:41][CH:42]=3)[C:22]2=[O:51])[CH2:14][CH2:15][CH2:16][CH2:17][CH2:18]1. The catalyst class is: 69. (4) Reactant: [N:1]1[C:10]2[C:5](=[CH:6][CH:7]=[CH:8][CH:9]=2)[C:4]([CH:11]=O)=[CH:3][CH:2]=1.[C:13]([CH2:15][C:16]([O:18][C:19]([CH3:22])([CH3:21])[CH3:20])=[O:17])#[N:14]. Product: [C:13]([C:15](=[CH:11][C:4]1[C:5]2[C:10](=[CH:9][CH:8]=[CH:7][CH:6]=2)[N:1]=[CH:2][CH:3]=1)[C:16]([O:18][C:19]([CH3:22])([CH3:21])[CH3:20])=[O:17])#[N:14]. The catalyst class is: 8. (5) Reactant: [C:1]([C:3]1[CH:8]=[CH:7][C:6]([C:9]2[N:10]([CH3:26])[C:11]([C:20]3[CH:25]=[CH:24][N:23]=[CH:22][CH:21]=3)=[C:12]([C:14]3[CH:19]=[CH:18][CH:17]=[CH:16][CH:15]=3)[N:13]=2)=[CH:5][CH:4]=1)#[N:2].[H-].[H-].[H-].[H-].[Li+].[Al+3].[OH-].[Na+]. Product: [NH2:2][CH2:1][C:3]1[CH:8]=[CH:7][C:6]([C:9]2[N:10]([CH3:26])[C:11]([C:20]3[CH:21]=[CH:22][N:23]=[CH:24][CH:25]=3)=[C:12]([C:14]3[CH:19]=[CH:18][CH:17]=[CH:16][CH:15]=3)[N:13]=2)=[CH:5][CH:4]=1. The catalyst class is: 1. (6) Reactant: [C:1]([S:4][CH:5]([CH2:9][C:10]1[CH:15]=[CH:14][CH:13]=[CH:12][CH:11]=1)[C:6]([OH:8])=[O:7])(=[O:3])[CH3:2].CO.[CH3:18][Si](C=[N+]=[N-])(C)C.CCCCCC. Product: [C:1]([S:4][CH:5]([CH2:9][C:10]1[CH:15]=[CH:14][CH:13]=[CH:12][CH:11]=1)[C:6]([O:8][CH3:18])=[O:7])(=[O:3])[CH3:2]. The catalyst class is: 11. (7) Reactant: [CH2:1]([Li])[CH2:2][CH2:3][CH3:4].[CH3:6][O:7][C:8]1[N:13]=C(C=O)C=[CH:10][CH:9]=1. Product: [CH:3]([C:2]1[CH:1]=[CH:10][CH:9]=[C:8]([O:7][CH3:6])[N:13]=1)=[CH2:4]. The catalyst class is: 307.